Dataset: Reaction yield outcomes from USPTO patents with 853,638 reactions. Task: Predict the reaction yield, written as a fraction of the theoretical maximum amount of product (1.0 means a 100% yield; for example, 0.34 means a 34% yield). (1) The reactants are [NH2:1][C:2]1[C:11]([Cl:12])=[CH:10][C:5]([C:6]([O:8][CH3:9])=[O:7])=[C:4]([O:13][CH3:14])[CH:3]=1.C(N(C(C)C)CC)(C)C.[C:24](Cl)(=[O:27])[CH:25]=[CH2:26].C(=O)(O)[O-].[Na+]. The catalyst is ClCCl. The product is [C:24]([NH:1][C:2]1[C:11]([Cl:12])=[CH:10][C:5]([C:6]([O:8][CH3:9])=[O:7])=[C:4]([O:13][CH3:14])[CH:3]=1)(=[O:27])[CH:25]=[CH2:26]. The yield is 0.670. (2) The reactants are I[C:2]1[CH:7]=[CH:6][CH:5]=[CH:4][C:3]=1[N+:8]([O-:10])=[O:9].C1([Mg]Cl)C=CC=CC=1.[CH3:19][C:20]([CH3:24])([CH3:23])[CH:21]=[O:22]. The catalyst is C1COCC1. The product is [N+:8]([C:3]1[CH:4]=[CH:5][CH:6]=[CH:7][C:2]=1[CH:21]([OH:22])[C:20]([CH3:24])([CH3:23])[CH3:19])([O-:10])=[O:9]. The yield is 0.720. (3) The reactants are [C:1]([C:3]1[CH:8]=[CH:7][CH:6]=[CH:5][C:4]=1[C:9]1[CH:14]=[CH:13][C:12]([CH2:15][C:16]2[C:17](=[O:39])[N:18]([C@H:28]3[CH2:33][CH2:32][C@H:31]([O:34][CH2:35][C:36](O)=[O:37])[CH2:30][CH2:29]3)[C:19]3[N:20]([N:25]=[CH:26][N:27]=3)[C:21]=2[CH2:22][CH2:23][CH3:24])=[CH:11][CH:10]=1)#[N:2].[C:40]([NH:43][NH2:44])(=[O:42])[CH3:41].Cl.C(N=C=NCCCN(C)C)C.ON1C2C=CC=CC=2N=N1. The yield is 0.760. The product is [C:40]([NH:43][NH:44][C:36](=[O:37])[CH2:35][O:34][C@H:31]1[CH2:32][CH2:33][C@H:28]([N:18]2[C:17](=[O:39])[C:16]([CH2:15][C:12]3[CH:13]=[CH:14][C:9]([C:4]4[CH:5]=[CH:6][CH:7]=[CH:8][C:3]=4[C:1]#[N:2])=[CH:10][CH:11]=3)=[C:21]([CH2:22][CH2:23][CH3:24])[N:20]3[N:25]=[CH:26][N:27]=[C:19]23)[CH2:29][CH2:30]1)(=[O:42])[CH3:41]. The catalyst is O.C(OCC)(=O)C.CN(C=O)C. (4) The reactants are Br[C:2]1[CH:3]=[C:4]2[C:8](=[C:9]([C:11]([NH2:13])=[O:12])[CH:10]=1)[NH:7][CH:6]=[C:5]2[CH:14]1[CH2:19][CH2:18][N:17]([S:20]([CH2:23][CH3:24])(=[O:22])=[O:21])[CH2:16][CH2:15]1.[F:25][C:26]1[N:31]=[CH:30][C:29](B(O)O)=[CH:28][CH:27]=1.C(=O)([O-])[O-].[K+].[K+].CCOC(C)=O. The catalyst is O1CCOCC1.O.[Cl-].[Na+].O.C1C=CC([P]([Pd]([P](C2C=CC=CC=2)(C2C=CC=CC=2)C2C=CC=CC=2)([P](C2C=CC=CC=2)(C2C=CC=CC=2)C2C=CC=CC=2)[P](C2C=CC=CC=2)(C2C=CC=CC=2)C2C=CC=CC=2)(C2C=CC=CC=2)C2C=CC=CC=2)=CC=1. The product is [CH2:23]([S:20]([N:17]1[CH2:18][CH2:19][CH:14]([C:5]2[C:4]3[C:8](=[C:9]([C:11]([NH2:13])=[O:12])[CH:10]=[C:2]([C:29]4[CH:30]=[N:31][C:26]([F:25])=[CH:27][CH:28]=4)[CH:3]=3)[NH:7][CH:6]=2)[CH2:15][CH2:16]1)(=[O:22])=[O:21])[CH3:24]. The yield is 0.430. (5) The reactants are [F:1][C:2]1[CH:7]=[CH:6][C:5]([N:8]2[C:16]3[C:11](=[CH:12][C:13]([CH:17]([CH2:24][C:25]4[CH:30]=[CH:29][CH:28]=[CH:27][CH:26]=4)[C:18]([CH3:23])([CH3:22])[C:19]([OH:21])=O)=[CH:14][CH:15]=3)[CH:10]=[N:9]2)=[CH:4][CH:3]=1.C(N(C(C)C)CC)(C)C.CN(C(ON1N=NC2C=CC=NC1=2)=[N+](C)C)C.F[P-](F)(F)(F)(F)F.[NH2:64][C:65]1[S:66][CH:67]=[CH:68][N:69]=1. The catalyst is CN(C=O)C. The product is [F:1][C:2]1[CH:7]=[CH:6][C:5]([N:8]2[C:16]3[C:11](=[CH:12][C:13]([CH:17]([CH2:24][C:25]4[CH:26]=[CH:27][CH:28]=[CH:29][CH:30]=4)[C:18]([CH3:22])([CH3:23])[C:19]([NH:64][C:65]4[S:66][CH:67]=[CH:68][N:69]=4)=[O:21])=[CH:14][CH:15]=3)[CH:10]=[N:9]2)=[CH:4][CH:3]=1. The yield is 0.400. (6) The reactants are Br[C:2]1[CH:3]=[C:4]2[C:9](=[CH:10][CH:11]=1)[CH:8]=[N:7][CH:6]=[C:5]2[Cl:12].[NH:13]1[CH2:17][CH2:16][CH2:15][C:14]1=[O:18].P([O-])([O-])([O-])=O.[K+].[K+].[K+].CC1(C)C2C(=C(P(C3C=CC=CC=3)C3C=CC=CC=3)C=CC=2)OC2C(P(C3C=CC=CC=3)C3C=CC=CC=3)=CC=CC1=2. The catalyst is C1(C)C=CC=CC=1.C1C=CC(/C=C/C(/C=C/C2C=CC=CC=2)=O)=CC=1.C1C=CC(/C=C/C(/C=C/C2C=CC=CC=2)=O)=CC=1.C1C=CC(/C=C/C(/C=C/C2C=CC=CC=2)=O)=CC=1.[Pd].[Pd]. The product is [Cl:12][C:5]1[C:4]2[C:9](=[CH:10][CH:11]=[C:2]([N:13]3[CH2:17][CH2:16][CH2:15][C:14]3=[O:18])[CH:3]=2)[CH:8]=[N:7][CH:6]=1. The yield is 0.750.